From a dataset of Full USPTO retrosynthesis dataset with 1.9M reactions from patents (1976-2016). Predict the reactants needed to synthesize the given product. (1) Given the product [CH2:18]([C:15]1[N:14]=[C:13]([CH:12]=[CH:11][C:5]2[CH:4]=[C:3]([OH:2])[C:8]([OH:9])=[CH:7][CH:6]=2)[O:17][N:16]=1)[CH2:19][CH3:20], predict the reactants needed to synthesize it. The reactants are: C[O:2][C:3]1[CH:4]=[C:5]([CH:11]=[CH:12][C:13]2[O:17][N:16]=[C:15]([CH2:18][CH2:19][CH3:20])[N:14]=2)[CH:6]=[CH:7][C:8]=1[O:9]C.B(Br)(Br)Br.C(=O)([O-])[O-].[Na+].[Na+]. (2) Given the product [Br:18][C:19]1[CH:24]=[CH:23][C:22]([C:14]2[CH:15]=[CH:16][C:11]([CH2:10][CH2:9][O:8][Si:5]([C:1]([CH3:4])([CH3:3])[CH3:2])([CH3:7])[CH3:6])=[CH:12][CH:13]=2)=[CH:21][CH:20]=1, predict the reactants needed to synthesize it. The reactants are: [C:1]([Si:5]([O:8][CH2:9][CH2:10][C:11]1[CH:16]=[CH:15][C:14](I)=[CH:13][CH:12]=1)([CH3:7])[CH3:6])([CH3:4])([CH3:3])[CH3:2].[Br:18][C:19]1[CH:24]=[CH:23][C:22](B(O)O)=[CH:21][CH:20]=1. (3) Given the product [OH:27][NH:26][C:21](=[O:22])/[CH:20]=[CH:19]/[C:14]1[CH:15]=[CH:16][CH:17]=[CH:18][C:13]=1[N:3]1[CH2:4][CH2:5][N:6]([C:7]2[CH:8]=[CH:9][CH:10]=[CH:11][CH:12]=2)[C:2]1=[O:1], predict the reactants needed to synthesize it. The reactants are: [O:1]=[C:2]1[N:6]([C:7]2[CH:12]=[CH:11][CH:10]=[CH:9][CH:8]=2)[CH2:5][CH2:4][N:3]1[C:13]1[CH:18]=[CH:17][CH:16]=[CH:15][C:14]=1/[CH:19]=[CH:20]/[C:21](OCC)=[O:22].[NH2:26][OH:27].[OH-].[Na+]. (4) Given the product [CH3:28][S:27][C:24]1[CH:25]=[CH:26][C:21]([N:16]2[CH2:15][CH2:14][N:13]([C:8]3[C:9]([CH3:12])=[C:10]([CH3:11])[C:4]4[O:3][CH:2]([CH3:1])[CH2:6][C:5]=4[C:7]=3[CH3:19])[CH2:18][CH2:17]2)=[CH:22][CH:23]=1, predict the reactants needed to synthesize it. The reactants are: [CH3:1][CH:2]1[CH2:6][C:5]2[C:7]([CH3:19])=[C:8]([N:13]3[CH2:18][CH2:17][NH:16][CH2:15][CH2:14]3)[C:9]([CH3:12])=[C:10]([CH3:11])[C:4]=2[O:3]1.Br[C:21]1[CH:26]=[CH:25][C:24]([S:27][CH3:28])=[CH:23][CH:22]=1. (5) Given the product [C:28]1([C:11]2[C:23]3[C:22]([C:18]([C:17]4[CH:12]=[CH:13][CH:14]=[CH:15][CH:16]=4)=[C:19]4[C:10]=2[CH:9]=[C:8]([C:57]2[CH:58]=[CH:59][C:54]([C:60]5[C:61]6[O:64][C:44]7[CH:46]=[CH:47][CH:48]=[CH:49][C:43]=7[C:42]=6[C:50]6[CH:34]=[CH:35][CH:36]=[CH:37][C:38]=6[CH:39]=5)=[CH:55][CH:56]=2)[CH:21]=[CH:20]4)=[CH:27][CH:26]=[CH:25][CH:24]=3)[CH:29]=[CH:30][CH:31]=[CH:32][CH:33]=1, predict the reactants needed to synthesize it. The reactants are: BrC1C=CC([C:8]2[CH:21]=[CH:20][C:19]3[C:10](=[C:11]([C:28]4[CH:33]=[CH:32][CH:31]=[CH:30][CH:29]=4)[C:12]4[C:17]([C:18]=3[C:22]3[CH:27]=[CH:26][CH:25]=[CH:24][CH:23]=3)=[CH:16][CH:15]=[CH:14][CH:13]=4)[CH:9]=2)=CC=1.[CH:34]1[C:50]2[C:42]3[C:43]4[CH:49]=[CH:48][CH:47]=[CH:46][C:44]=4OC=3C(B(O)O)=[CH:39][C:38]=2[CH:37]=[CH:36][CH:35]=1.[C:54]1([CH3:60])[CH:59]=[CH:58][CH:57]=[CH:56][CH:55]=1.[C:61](=[O:64])([O-])[O-].[Na+].[Na+]. (6) Given the product [OH:2][C:3]1[C:8]([NH:9][N:19]=[C:25]2[C:26](=[O:39])[N:27]([C:29]3[CH:38]=[CH:37][C:36]4[CH2:35][CH2:34][CH2:33][CH2:32][C:31]=4[CH:30]=3)[N:28]=[C:24]2[CH3:23])=[CH:7][CH:6]=[CH:5][C:4]=1[C:10]1[O:14][C:13]([CH3:15])=[C:12]([C:16]([OH:18])=[O:17])[CH:11]=1, predict the reactants needed to synthesize it. The reactants are: Br.[OH:2][C:3]1[C:8]([NH2:9])=[CH:7][CH:6]=[CH:5][C:4]=1[C:10]1[O:14][C:13]([CH3:15])=[C:12]([C:16]([OH:18])=[O:17])[CH:11]=1.[N:19]([O-])=O.[Na+].[CH3:23][C:24]1[CH2:25][C:26](=[O:39])[N:27]([C:29]2[CH:38]=[CH:37][C:36]3[CH2:35][CH2:34][CH2:33][CH2:32][C:31]=3[CH:30]=2)[N:28]=1.C(=O)(O)[O-].[Na+]. (7) Given the product [Br:21][C:16]1[CH:17]=[CH:18][CH:19]=[CH:20][C:15]=1[C:11]1([C:13]#[N:14])[CH:10]([CH2:22][CH3:23])[S:9][C:8]([C:6]([OH:7])=[O:5])=[CH:12]1, predict the reactants needed to synthesize it. The reactants are: [OH-].[Na+].C([O:5][C:6]([C:8]1[S:9][CH:10]([CH2:22][CH3:23])[C:11]([C:15]2[CH:20]=[CH:19][CH:18]=[CH:17][C:16]=2[Br:21])([C:13]#[N:14])[CH:12]=1)=[O:7])C.Cl. (8) Given the product [F:13][C:12]1[C:2]([NH:48][CH:45]2[CH2:46][CH2:47][N:42]([CH3:41])[CH2:43][CH2:44]2)=[C:3]([CH:9]=[C:10]([C:14]2[CH:15]=[C:16]3[C:22]([C:23]4[CH:28]=[CH:27][CH:26]=[CH:25][C:24]=4[O:29][CH3:30])=[CH:21][NH:20][C:17]3=[N:18][CH:19]=2)[CH:11]=1)[C:4]([N:6]([CH3:7])[CH3:8])=[O:5], predict the reactants needed to synthesize it. The reactants are: F[C:2]1[C:12]([F:13])=[CH:11][C:10]([C:14]2[CH:15]=[C:16]3[C:22]([C:23]4[CH:28]=[CH:27][CH:26]=[CH:25][C:24]=4[O:29][CH3:30])=[CH:21][N:20](S(C4C=CC(C)=CC=4)(=O)=O)[C:17]3=[N:18][CH:19]=2)=[CH:9][C:3]=1[C:4]([N:6]([CH3:8])[CH3:7])=[O:5].[CH3:41][N:42]1[CH2:47][CH2:46][CH:45]([NH2:48])[CH2:44][CH2:43]1.[OH-].[K+].C(O)(=O)C. (9) Given the product [Cl:1][C:2]1[CH:27]=[C:26]([Cl:28])[CH:25]=[CH:24][C:3]=1[O:4][C:5]1[CH:10]=[CH:9][CH:8]=[CH:7][C:6]=1[NH:11][S:12]([C:15]1[CH:16]=[CH:17][C:18]([C:19]([NH:44][CH2:43][CH2:42][N:39]2[CH2:38][CH2:37][N:36]([C:32]3[CH:31]=[C:30]([CH3:29])[CH:35]=[CH:34][N:33]=3)[CH2:41][CH2:40]2)=[O:21])=[CH:22][CH:23]=1)(=[O:14])=[O:13], predict the reactants needed to synthesize it. The reactants are: [Cl:1][C:2]1[CH:27]=[C:26]([Cl:28])[CH:25]=[CH:24][C:3]=1[O:4][C:5]1[CH:10]=[CH:9][CH:8]=[CH:7][C:6]=1[NH:11][S:12]([C:15]1[CH:23]=[CH:22][C:18]([C:19]([OH:21])=O)=[CH:17][CH:16]=1)(=[O:14])=[O:13].[CH3:29][C:30]1[CH:35]=[CH:34][N:33]=[C:32]([N:36]2[CH2:41][CH2:40][N:39]([CH2:42][CH2:43][NH2:44])[CH2:38][CH2:37]2)[CH:31]=1.